Dataset: CYP2D6 inhibition data for predicting drug metabolism from PubChem BioAssay. Task: Regression/Classification. Given a drug SMILES string, predict its absorption, distribution, metabolism, or excretion properties. Task type varies by dataset: regression for continuous measurements (e.g., permeability, clearance, half-life) or binary classification for categorical outcomes (e.g., BBB penetration, CYP inhibition). Dataset: cyp2d6_veith. (1) The drug is O[C@H]1CN2CC[C@H](O)[C@@H]2[C@@H](O)[C@H]1O. The result is 0 (non-inhibitor). (2) The molecule is CCCCCCCCN1C(=O)N(C)C(N(O)C(=O)NC)C1(C)C. The result is 0 (non-inhibitor).